Dataset: Forward reaction prediction with 1.9M reactions from USPTO patents (1976-2016). Task: Predict the product of the given reaction. (1) The product is: [F:1][C:2]1[CH:7]=[CH:6][C:5]([F:8])=[CH:4][C:3]=1[CH:9]1[CH2:13][CH2:12][CH2:11][N:10]1[C:14]1[CH:19]=[CH:18][N:17]2[N:20]=[CH:21][C:22]([C:23]([NH:32][NH:31][C:27](=[O:30])[CH2:28][CH3:29])=[O:24])=[C:16]2[N:15]=1. Given the reactants [F:1][C:2]1[CH:7]=[CH:6][C:5]([F:8])=[CH:4][C:3]=1[CH:9]1[CH2:13][CH2:12][CH2:11][N:10]1[C:14]1[CH:19]=[CH:18][N:17]2[N:20]=[CH:21][C:22]([C:23](O)=[O:24])=[C:16]2[N:15]=1.Cl.[C:27]([NH:31][NH2:32])(=[O:30])[CH2:28][CH3:29].CCN(C(C)C)C(C)C.CN(C(ON1N=NC2C=CC=NC1=2)=[N+](C)C)C.F[P-](F)(F)(F)(F)F, predict the reaction product. (2) Given the reactants C(O[C:6](=O)[N:7]([C@@H:9]([CH3:46])[C:10]([NH:12][C@@H:13]([CH:40]1[CH2:45][CH2:44][O:43][CH2:42][CH2:41]1)[C:14]([N:16]1[C@H:21]([C:22](=[O:34])[NH:23][C@H:24]2[C:33]3[C:28](=[CH:29][CH:30]=[CH:31][CH:32]=3)[O:27][CH2:26][CH2:25]2)[CH2:20][N:19]2[CH2:35][C:36]([F:39])([F:38])[CH2:37][C@@H:18]2[CH2:17]1)=[O:15])=[O:11])C)(C)(C)C.C(OCC)(=O)C.Cl, predict the reaction product. The product is: [O:27]1[C:28]2[C:33](=[CH:32][CH:31]=[CH:30][CH:29]=2)[C@H:24]([NH:23][C:22]([C@@H:21]2[CH2:20][N:19]3[CH2:35][C:36]([F:38])([F:39])[CH2:37][C@@H:18]3[CH2:17][N:16]2[C:14](=[O:15])[C@@H:13]([NH:12][C:10](=[O:11])[C@H:9]([CH3:46])[NH:7][CH3:6])[CH:40]2[CH2:45][CH2:44][O:43][CH2:42][CH2:41]2)=[O:34])[CH2:25][CH2:26]1. (3) Given the reactants [O:1]1[CH:10]2[CH:5]([NH:6][CH2:7][CH2:8][CH2:9]2)[O:4][CH2:3][CH2:2]1.[NH:11]1[CH:15]=[C:14]([C:16]2[S:20][CH:19]=[C:18]([C:21](O)=[O:22])[CH:17]=2)[CH:13]=[N:12]1.CCN(C(C)C)C(C)C.CN(C(ON1N=NC2C=CC=NC1=2)=[N+](C)C)C.F[P-](F)(F)(F)(F)F, predict the reaction product. The product is: [O:4]1[CH:9]2[CH:10]([CH2:5][N:6]([C:21]([C:18]3[CH:17]=[C:16]([C:14]4[CH:15]=[N:11][NH:12][CH:13]=4)[S:20][CH:19]=3)=[O:22])[CH2:7][CH2:8]2)[O:1][CH2:2][CH2:3]1. (4) The product is: [F:27][C:5]1[C:4]([CH:2]([N:32]2[CH2:33][CH2:34][N:29]([CH3:28])[CH2:30][CH2:31]2)[CH3:3])=[CH:26][C:8]2[C:9]3[N:13]([CH:12]=[C:11]([C:17]4[N:18]([CH:23]([CH3:25])[CH3:24])[N:19]=[C:20]([CH3:22])[N:21]=4)[N:10]=3)[CH2:14][CH2:15][O:16][C:7]=2[CH:6]=1. Given the reactants Br[CH:2]([C:4]1[C:5]([F:27])=[CH:6][C:7]2[O:16][CH2:15][CH2:14][N:13]3[C:9](=[N:10][C:11]([C:17]4[N:18]([CH:23]([CH3:25])[CH3:24])[N:19]=[C:20]([CH3:22])[N:21]=4)=[CH:12]3)[C:8]=2[CH:26]=1)[CH3:3].[CH3:28][N:29]1[CH2:34][CH2:33][NH:32][CH2:31][CH2:30]1.CCN(C(C)C)C(C)C, predict the reaction product. (5) Given the reactants [O:1]1[CH:5]=[CH:4][C:3]([C:6]([NH:8][C:9]2[CH:10]=[CH:11][C:12]([CH3:24])=[C:13]([C:15]3[CH:20]=[CH:19][C:18]([C:21]([OH:23])=O)=[CH:17][CH:16]=3)[CH:14]=2)=[O:7])=[CH:2]1.[OH:25][CH2:26][CH2:27][NH2:28].CN(C(ON1N=NC2C=CC=NC1=2)=[N+](C)C)C.F[P-](F)(F)(F)(F)F.C1C=CC2N(O)N=NC=2C=1.CCN(C(C)C)C(C)C, predict the reaction product. The product is: [OH:25][CH2:26][CH2:27][NH:28][C:21]([C:18]1[CH:17]=[CH:16][C:15]([C:13]2[C:12]([CH3:24])=[CH:11][CH:10]=[C:9]([NH:8][C:6]([C:3]3[CH:4]=[CH:5][O:1][CH:2]=3)=[O:7])[CH:14]=2)=[CH:20][CH:19]=1)=[O:23].